From a dataset of Full USPTO retrosynthesis dataset with 1.9M reactions from patents (1976-2016). Predict the reactants needed to synthesize the given product. (1) Given the product [C:3]([O:9][C:8]1[CH:7]=[CH:6][C:5]([CH:10]=[CH:11][C:12](=[O:13])[CH2:14][C:15](=[O:16])[CH:17]=[CH:18][C:19]2[CH:20]=[CH:21][C:22]([O:23][C:28](=[O:49])[CH:29]=[CH:30][CH:31]=[CH:32][CH:33]=[CH:34][CH:35]=[CH:36][CH:37]=[CH:38][CH2:39][CH2:40][CH2:41][CH2:42][CH2:43][CH2:44][CH2:45][CH2:46][CH3:47])=[C:24]([O:25][CH3:26])[CH:27]=2)=[CH:4][C:3]=1[O:2][CH3:1])(=[O:2])[CH:4]=[CH:5][CH:10]=[CH:11][CH:12]=[CH:14][CH:15]=[CH:17][CH:18]=[CH:19][CH2:20][CH2:21][CH2:22][CH2:60][CH2:61][CH2:62][CH2:63][CH2:64][CH3:59], predict the reactants needed to synthesize it. The reactants are: [CH3:1][O:2][C:3]1[C:8]([OH:9])=[CH:7][CH:6]=[C:5](/[CH:10]=[CH:11]/[C:12]([CH2:14][C:15](/[CH:17]=[CH:18]/[C:19]2[CH:27]=[C:24]([O:25][CH3:26])[C:22]([OH:23])=[CH:21][CH:20]=2)=[O:16])=[O:13])[CH:4]=1.[C:28]([OH:49])(=O)/[CH:29]=[CH:30]\[CH:31]=[CH:32][CH:33]=[CH:34][CH:35]=[CH:36][CH:37]=[CH:38][CH2:39][CH2:40][CH2:41][CH2:42][CH2:43][CH2:44][CH2:45][CH2:46][CH3:47].[CH:59]1(N=C=N[CH:59]2[CH2:64][CH2:63][CH2:62][CH2:61][CH2:60]2)[CH2:64][CH2:63][CH2:62][CH2:61][CH2:60]1. (2) Given the product [NH2:1][C:2]1[N:7]=[C:6]([C:8]2[S:12][C:11]3[CH:13]=[CH:14][C:15]([CH2:17][C:18]4[CH:19]=[C:20]([CH:23]=[CH:24][CH:25]=4)[C:21]([OH:30])=[O:27])=[CH:16][C:10]=3[C:9]=2[CH3:26])[CH:5]=[CH:4][N:3]=1, predict the reactants needed to synthesize it. The reactants are: [NH2:1][C:2]1[N:7]=[C:6]([C:8]2[S:12][C:11]3[CH:13]=[CH:14][C:15]([CH2:17][C:18]4[CH:19]=[C:20]([CH:23]=[CH:24][CH:25]=4)[C:21]#N)=[CH:16][C:10]=3[C:9]=2[CH3:26])[CH:5]=[CH:4][N:3]=1.[OH-:27].[Na+].C[OH:30]. (3) The reactants are: [C:1]([C:4]1[C:5]([O:23][CH3:24])=[C:6]([CH:12]2[CH2:15][N:14]([C:16]([O:18][C:19]([CH3:22])([CH3:21])[CH3:20])=[O:17])[CH2:13]2)[C:7]([CH3:11])=[C:8]([Cl:10])[CH:9]=1)(=O)[CH3:2].C([O-])(=O)C.[NH4+].C([BH3-])#[N:31].[Na+].C1COCC1. Given the product [NH2:31][CH:1]([C:4]1[C:5]([O:23][CH3:24])=[C:6]([CH:12]2[CH2:15][N:14]([C:16]([O:18][C:19]([CH3:22])([CH3:21])[CH3:20])=[O:17])[CH2:13]2)[C:7]([CH3:11])=[C:8]([Cl:10])[CH:9]=1)[CH3:2], predict the reactants needed to synthesize it. (4) Given the product [C:11]1([C:10]2[C:3]3[C:2]([NH:32][CH2:31][C@@H:24]4[CH2:25][CH2:26][CH2:27][O:23]4)=[N:7][CH:6]=[N:5][C:4]=3[O:8][C:9]=2[C:17]2[CH:22]=[CH:21][CH:20]=[CH:19][CH:18]=2)[CH:16]=[CH:15][CH:14]=[CH:13][CH:12]=1, predict the reactants needed to synthesize it. The reactants are: Br[C:2]1[C:3]2[C:10]([C:11]3[CH:16]=[CH:15][CH:14]=[CH:13][CH:12]=3)=[C:9]([C:17]3[CH:22]=[CH:21][CH:20]=[CH:19][CH:18]=3)[O:8][C:4]=2[N:5]=[CH:6][N:7]=1.[O:23]1[CH2:27][CH2:26][CH2:25][C@H:24]1NC.C[CH2:31][N:32](C(C)C)C(C)C. (5) Given the product [F:11][C:9]1[CH:10]=[C:2]([C:23]2[N:22]([C:20]([O:19][C:15]([CH3:18])([CH3:17])[CH3:16])=[O:21])[CH:26]=[CH:25][CH:24]=2)[CH:3]=[C:4]2[C:8]=1[NH:7][C:6](=[O:12])[C:5]2([CH3:14])[CH3:13], predict the reactants needed to synthesize it. The reactants are: Br[C:2]1[CH:3]=[C:4]2[C:8](=[C:9]([F:11])[CH:10]=1)[NH:7][C:6](=[O:12])[C:5]2([CH3:14])[CH3:13].[C:15]([O:19][C:20]([N:22]1[CH:26]=[CH:25][CH:24]=[C:23]1B(O)O)=[O:21])([CH3:18])([CH3:17])[CH3:16].[F-].[K+].C1COCC1.